Dataset: Reaction yield outcomes from USPTO patents with 853,638 reactions. Task: Predict the reaction yield, written as a fraction of the theoretical maximum amount of product (1.0 means a 100% yield; for example, 0.34 means a 34% yield). (1) The reactants are [NH2:1][C:2]1[CH:10]=[C:9]([C:11]([OH:13])=[O:12])[CH:8]=[CH:7][C:3]=1[C:4]([OH:6])=[O:5].[N:14]([O-])=O.[Na+].[F:18][C:19]1[CH:24]=[CH:23][CH:22]=[C:21]([F:25])[C:20]=1[OH:26]. The catalyst is O.Cl.[OH-].[K+]. The product is [F:18][C:19]1[CH:24]=[C:23]([N:14]=[N:1][C:2]2[CH:10]=[C:9]([C:11]([OH:13])=[O:12])[CH:8]=[CH:7][C:3]=2[C:4]([OH:6])=[O:5])[CH:22]=[C:21]([F:25])[C:20]=1[OH:26]. The yield is 0.280. (2) The catalyst is CO. The product is [OH:3][C:4]1[CH:13]=[CH:12][C:11]([NH:14][C:15]([NH:17][CH2:18][CH2:19][NH:20][C:21](=[O:46])[CH:22]([O:25][CH2:26][CH2:27][CH2:28][CH2:29]/[CH:30]=[CH:31]\[CH2:32]/[CH:33]=[CH:34]\[CH2:35]/[CH:36]=[CH:37]\[CH2:38]/[CH:39]=[CH:40]\[CH2:41]/[CH:42]=[CH:43]\[CH2:44][CH3:45])[CH2:23][CH3:24])=[O:16])=[CH:10][C:5]=1[C:6]([OH:8])=[O:7]. The yield is 0.430. The reactants are [Li+].[OH-].[OH:3][C:4]1[CH:13]=[CH:12][C:11]([NH:14][C:15]([NH:17][CH2:18][CH2:19][NH:20][C:21](=[O:46])[CH:22]([O:25][CH2:26][CH2:27][CH2:28][CH2:29]/[CH:30]=[CH:31]\[CH2:32]/[CH:33]=[CH:34]\[CH2:35]/[CH:36]=[CH:37]\[CH2:38]/[CH:39]=[CH:40]\[CH2:41]/[CH:42]=[CH:43]\[CH2:44][CH3:45])[CH2:23][CH3:24])=[O:16])=[CH:10][C:5]=1[C:6]([O:8]C)=[O:7].Cl. (3) The reactants are [N:1]1([C:7]2[C:12]([C:13]([O:15][CH:16]([CH3:18])[CH3:17])=[O:14])=[CH:11][CH:10]=[CH:9][N:8]=2)[CH2:6][CH2:5][NH:4][CH2:3][CH2:2]1.[C:19]1([CH2:25][CH:26]=O)[CH:24]=[CH:23][CH:22]=[CH:21][CH:20]=1.O.[ClH:29]. The catalyst is C1COCC1.C(OCC)C. The product is [ClH:29].[C:19]1([CH2:25][CH2:26][N:4]2[CH2:3][CH2:2][N:1]([C:7]3[C:12]([C:13]([O:15][CH:16]([CH3:18])[CH3:17])=[O:14])=[CH:11][CH:10]=[CH:9][N:8]=3)[CH2:6][CH2:5]2)[CH:24]=[CH:23][CH:22]=[CH:21][CH:20]=1. The yield is 0.220.